From a dataset of Peptide-MHC class I binding affinity with 185,985 pairs from IEDB/IMGT. Regression. Given a peptide amino acid sequence and an MHC pseudo amino acid sequence, predict their binding affinity value. This is MHC class I binding data. The peptide sequence is GLGGDASAY. The MHC is HLA-A69:01 with pseudo-sequence HLA-A69:01. The binding affinity (normalized) is 0.0847.